This data is from NCI-60 drug combinations with 297,098 pairs across 59 cell lines. The task is: Regression. Given two drug SMILES strings and cell line genomic features, predict the synergy score measuring deviation from expected non-interaction effect. (1) Drug 2: CC12CCC3C(C1CCC2OP(=O)(O)O)CCC4=C3C=CC(=C4)OC(=O)N(CCCl)CCCl.[Na+]. Cell line: SW-620. Drug 1: CS(=O)(=O)C1=CC(=C(C=C1)C(=O)NC2=CC(=C(C=C2)Cl)C3=CC=CC=N3)Cl. Synergy scores: CSS=-4.99, Synergy_ZIP=0.796, Synergy_Bliss=-2.49, Synergy_Loewe=-5.34, Synergy_HSA=-5.30. (2) Drug 1: CS(=O)(=O)CCNCC1=CC=C(O1)C2=CC3=C(C=C2)N=CN=C3NC4=CC(=C(C=C4)OCC5=CC(=CC=C5)F)Cl. Drug 2: CN(CCCl)CCCl.Cl. Cell line: HT29. Synergy scores: CSS=29.2, Synergy_ZIP=-11.3, Synergy_Bliss=-6.19, Synergy_Loewe=-7.10, Synergy_HSA=-4.92.